From a dataset of Reaction yield outcomes from USPTO patents with 853,638 reactions. Predict the reaction yield, written as a fraction of the theoretical maximum amount of product (1.0 means a 100% yield; for example, 0.34 means a 34% yield). (1) The reactants are C[Al](C)C.[F:5][C:6]([F:10])([F:9])[CH2:7][NH2:8].C[O:12][C:13](=O)[C:14]1[CH:19]=[CH:18][C:17]([O:20][CH2:21][C:22]2[C:23]([C:28]3[CH:33]=[CH:32][CH:31]=[C:30]([F:34])[CH:29]=3)=[N:24][O:25][C:26]=2[CH3:27])=[N:16][CH:15]=1.O. The catalyst is O1CCOCC1. The product is [F:34][C:30]1[CH:29]=[C:28]([C:23]2[C:22]([CH2:21][O:20][C:17]3[CH:18]=[CH:19][C:14]([C:13]([NH:8][CH2:7][C:6]([F:10])([F:9])[F:5])=[O:12])=[CH:15][N:16]=3)=[C:26]([CH3:27])[O:25][N:24]=2)[CH:33]=[CH:32][CH:31]=1. The yield is 0.990. (2) The reactants are [Br:1][C:2]1[N:6]2[C:7]3[C:12]([CH2:13][CH2:14][C:5]2=[C:4]([C:21]([OH:23])=O)[N:3]=1)=[CH:11][C:10]([O:15][CH3:16])=[C:9]([O:17][CH:18]([CH3:20])[CH3:19])[CH:8]=3.C(Cl)Cl.CCN(C(C)C)C(C)C.[CH3:36][NH:37][C:38]([CH3:41])([CH3:40])[CH3:39].CN(C(ON1N=NC2C=CC=CC1=2)=[N+](C)C)C.[B-](F)(F)(F)F. The product is [C:38]([N:37]([CH3:36])[C:21]([C:4]1[N:3]=[C:2]([Br:1])[N:6]2[C:7]3[C:12](=[CH:11][C:10]([O:15][CH3:16])=[C:9]([O:17][CH:18]([CH3:19])[CH3:20])[CH:8]=3)[CH2:13][CH2:14][C:5]=12)=[O:23])([CH3:41])([CH3:40])[CH3:39]. The yield is 0.900. No catalyst specified. (3) The reactants are [CH2:1]([O:8][NH:9][C:10]1[N:20]=[CH:19][CH:18]=[CH:17][C:11]=1[C:12]([O:14][CH2:15][CH3:16])=[O:13])[C:2]1[CH:7]=[CH:6][CH:5]=[CH:4][CH:3]=1.C(N(CC)CC)C.Cl[CH:29]([C:35]([O-])=[O:36])[C:30]([O:32][CH2:33][CH3:34])=[O:31]. The catalyst is ClCCl. The product is [CH2:1]([O:8][N:9]([C:35](=[O:36])[CH2:29][C:30]([O:32][CH2:33][CH3:34])=[O:31])[C:10]1[N:20]=[CH:19][CH:18]=[CH:17][C:11]=1[C:12]([O:14][CH2:15][CH3:16])=[O:13])[C:2]1[CH:3]=[CH:4][CH:5]=[CH:6][CH:7]=1. The yield is 0.650. (4) The reactants are [Br:1][CH2:2][CH2:3][CH2:4][CH2:5][CH2:6][CH2:7][OH:8].[O:9]1[CH:14]=[CH:13][CH2:12][CH2:11][CH2:10]1. No catalyst specified. The product is [Br:1][CH2:2][CH2:3][CH2:4][CH2:5][CH2:6][CH2:7][O:8][CH:10]1[CH2:11][CH2:12][CH2:13][CH2:14][O:9]1. The yield is 0.909. (5) The reactants are [Cl:1][C:2]1[N:10]=[C:9]2[C:5]([N:6]=[CH:7][N:8]2[CH2:11][O:12][CH2:13][CH2:14][Si:15]([CH3:18])([CH3:17])[CH3:16])=[C:4](Cl)[N:3]=1.[OH:20][C:21]1[CH:22]=[C:23]([NH:27][C:28](=[O:31])[CH:29]=[CH2:30])[CH:24]=[CH:25][CH:26]=1.C([O-])([O-])=O.[K+].[K+]. The catalyst is CN(C=O)C. The product is [Cl:1][C:2]1[N:10]=[C:9]2[C:5]([N:6]=[CH:7][N:8]2[CH2:11][O:12][CH2:13][CH2:14][Si:15]([CH3:18])([CH3:17])[CH3:16])=[C:4]([O:20][C:21]2[CH:22]=[C:23]([NH:27][C:28](=[O:31])[CH:29]=[CH2:30])[CH:24]=[CH:25][CH:26]=2)[N:3]=1. The yield is 0.850.